From a dataset of Reaction yield outcomes from USPTO patents with 853,638 reactions. Predict the reaction yield, written as a fraction of the theoretical maximum amount of product (1.0 means a 100% yield; for example, 0.34 means a 34% yield). (1) The reactants are [CH:1]1[CH:6]=[C:5]([Cl:7])[CH:4]=[C:3]([C:8]([O:10]O)=[O:9])[CH:2]=1. The catalyst is C(Cl)Cl. The product is [Cl:7][C:5]1[CH:4]=[C:3]([C:8]([OH:10])=[O:9])[CH:2]=[CH:1][CH:6]=1. The yield is 0.500. (2) The reactants are [CH:1]1([C:4]2[CH:9]=[CH:8][C:7]([CH2:10][C:11]([OH:13])=O)=[CH:6][CH:5]=2)[CH2:3][CH2:2]1.[CH2:14]([C@@H:21]1[CH2:25][O:24][C:23](=[O:26])[NH:22]1)[C:15]1[CH:20]=[CH:19][CH:18]=[CH:17][CH:16]=1.C(N(CC)CC)C.C(Cl)(=O)C(C)(C)C. The catalyst is C1(C)C=CC=CC=1. The product is [CH2:14]([C@@H:21]1[CH2:25][O:24][C:23](=[O:26])[N:22]1[C:11](=[O:13])[CH2:10][C:7]1[CH:6]=[CH:5][C:4]([CH:1]2[CH2:2][CH2:3]2)=[CH:9][CH:8]=1)[C:15]1[CH:16]=[CH:17][CH:18]=[CH:19][CH:20]=1. The yield is 0.640. (3) The reactants are [NH2:1][C:2]1[C:3]([NH:12][C@@H:13]2[CH2:18][CH2:17][C@H:16]([C:19]([NH:21][CH:22]([CH3:24])[CH3:23])=[O:20])[CH2:15][CH2:14]2)=[CH:4][C:5]([S:8]([CH3:11])(=[O:10])=[O:9])=[N:6][CH:7]=1.[F:25][C:26]1[CH:36]=[CH:35][C:29]([C:30]([N:32]=[C:33]=S)=[O:31])=[CH:28][CH:27]=1.CCN(C(C)C)C(C)C.C(Cl)CCl. The catalyst is C1COCC1.C(Cl)Cl. The product is [F:25][C:26]1[CH:27]=[CH:28][C:29]([C:30](/[N:32]=[C:33]2/[N:12]([C@H:13]3[CH2:14][CH2:15][C@@H:16]([C:19](=[O:20])[NH:21][CH:22]([CH3:24])[CH3:23])[CH2:17][CH2:18]3)[C:3]3[CH:4]=[C:5]([S:8]([CH3:11])(=[O:9])=[O:10])[N:6]=[CH:7][C:2]=3[NH:1]/2)=[O:31])=[CH:35][CH:36]=1. The yield is 0.471. (4) The product is [ClH:10].[CH3:22][CH:18]([Se:6][CH2:5][C@@H:4]([C:7]([OH:9])=[O:8])[NH2:3])[C:17]1[CH:20]=[CH:21][C:14]([N+:11]([O-:13])=[O:12])=[CH:15][CH:16]=1. The reactants are [BH4-].[Na+].[NH2:3][C@H:4]([C:7]([OH:9])=[O:8])[CH2:5][SeH:6].[ClH:10].[N+:11]([C:14]1[CH:21]=[CH:20][C:17]([CH2:18]Br)=[CH:16][CH:15]=1)([O-:13])=[O:12].[CH2:22]1COCC1. The yield is 0.990. The catalyst is [OH-].[Na+]. (5) The reactants are C([O:4][CH2:5][C:6]1[C:11]([N:12]2[CH2:24][CH2:23][C:22]3[N:21]4[C:16]([CH2:17][CH2:18][CH2:19][CH2:20]4)=[CH:15][C:14]=3[C:13]2=[O:25])=[CH:10][C:9]([F:26])=[CH:8][C:7]=1[C:27]1[CH:32]=[C:31]([NH:33][C:34]2[CH:39]=[CH:38][C:37]([N:40]3[CH2:45][C@@H:44]([CH3:46])[N:43]([CH:47]4[CH2:50][O:49][CH2:48]4)[CH2:42][C@@H:41]3[CH3:51])=[CH:36][N:35]=2)[C:30](=[O:52])[N:29]([CH3:53])[CH:28]=1)(=O)C.[OH-].[Li+]. The catalyst is C(O)(C)C.C1COCC1.O. The product is [CH3:51][C@H:41]1[CH2:42][N:43]([CH:47]2[CH2:50][O:49][CH2:48]2)[C@H:44]([CH3:46])[CH2:45][N:40]1[C:37]1[CH:38]=[CH:39][C:34]([NH:33][C:31]2[C:30](=[O:52])[N:29]([CH3:53])[CH:28]=[C:27]([C:7]3[C:6]([CH2:5][OH:4])=[C:11]([N:12]4[CH2:24][CH2:23][C:22]5[N:21]6[C:16]([CH2:17][CH2:18][CH2:19][CH2:20]6)=[CH:15][C:14]=5[C:13]4=[O:25])[CH:10]=[C:9]([F:26])[CH:8]=3)[CH:32]=2)=[N:35][CH:36]=1. The yield is 0.330. (6) The reactants are [CH3:1][C:2]1[N:3]=[C:4]([N:12]2[C:16](=[O:17])[NH:15][N:14]=[CH:13]2)[S:5][C:6]=1[C:7]([O:9][CH2:10][CH3:11])=[O:8].C(=O)([O-])[O-].[Cs+].[Cs+].Br[CH2:25][CH:26]1[CH2:28][C:27]1([F:30])[F:29]. The catalyst is CN(C)C=O. The product is [F:29][C:27]1([F:30])[CH2:28][CH:26]1[CH2:25][N:15]1[C:16](=[O:17])[N:12]([C:4]2[S:5][C:6]([C:7]([O:9][CH2:10][CH3:11])=[O:8])=[C:2]([CH3:1])[N:3]=2)[CH:13]=[N:14]1. The yield is 0.980. (7) The reactants are Br[CH:2]([C:6]1[CH:11]=[CH:10][CH:9]=[CH:8][CH:7]=1)[C:3]([OH:5])=[O:4].[NH2:12][C:13]1[CH:18]=[CH:17][CH:16]=[CH:15][CH:14]=1. The catalyst is ClCCl. The product is [C:6]1([CH:2]([NH:12][C:13]2[CH:18]=[CH:17][CH:16]=[CH:15][CH:14]=2)[C:3]([OH:5])=[O:4])[CH:11]=[CH:10][CH:9]=[CH:8][CH:7]=1. The yield is 0.970. (8) The reactants are [Cl:1][C:2]1[N:9]=[CH:8][C:7]([CH2:10][CH3:11])=[CH:6][C:3]=1[CH:4]=[O:5].N1C=CN=C1.[C:17]1(=[O:22])[CH2:21][CH2:20][CH:19]=[CH:18]1. The catalyst is CO.O. The product is [Cl:1][C:2]1[C:3]([CH:4]([OH:5])[C:18]2[C:17](=[O:22])[CH2:21][CH2:20][CH:19]=2)=[CH:6][C:7]([CH2:10][CH3:11])=[CH:8][N:9]=1. The yield is 0.970. (9) The reactants are C(OC(C(F)(F)F)=O)(C(F)(F)F)=[O:2].[Br:14][C:15]1[CH:27]=[CH:26][C:25]2[C:24]3[C:19](=[CH:20][C:21]([Br:28])=[CH:22][CH:23]=3)[C:18](=[O:29])[C:17]=2[CH:16]=1.OO.NC(N)=O. The catalyst is ClCCl. The product is [Br:28][C:21]1[CH:20]=[C:19]2[C:24]([C:25]3[CH:26]=[CH:27][C:15]([Br:14])=[CH:16][C:17]=3[C:18](=[O:29])[O:2]2)=[CH:23][CH:22]=1. The yield is 0.400. (10) The reactants are Cl[C:2]1[N:7]=[C:6]([NH2:8])[CH:5]=[CH:4][N:3]=1.Cl.[NH:10]1[CH2:13][CH:12]([C:14]#[N:15])[CH2:11]1. No catalyst specified. The product is [NH2:8][C:6]1[CH:5]=[CH:4][N:3]=[C:2]([N:10]2[CH2:13][CH:12]([C:14]#[N:15])[CH2:11]2)[N:7]=1. The yield is 0.530.